This data is from Reaction yield outcomes from USPTO patents with 853,638 reactions. The task is: Predict the reaction yield, written as a fraction of the theoretical maximum amount of product (1.0 means a 100% yield; for example, 0.34 means a 34% yield). (1) The reactants are [NH2:1][C:2]1[C:3](=[O:13])[C:4]2[C:9]([C:10](=[O:12])[CH:11]=1)=[CH:8][CH:7]=[CH:6][CH:5]=2.[H-].[Na+].[Cl:16][C:17]1[CH:18]=[C:19]([CH:23]=[CH:24][CH:25]=1)[C:20](Cl)=[O:21]. The catalyst is O1CCCC1. The product is [Cl:16][C:17]1[CH:18]=[C:19]([CH:23]=[CH:24][CH:25]=1)[C:20]([NH:1][C:2]1[C:3](=[O:13])[C:4]2[C:9]([C:10](=[O:12])[CH:11]=1)=[CH:8][CH:7]=[CH:6][CH:5]=2)=[O:21]. The yield is 0.720. (2) The reactants are C([O:8][C:9]1[CH:14]=[CH:13][C:12]([N+:15]([O-:17])=[O:16])=[C:11]([F:18])[C:10]=1[Cl:19])C1C=CC=CC=1.BrB(Br)Br. The catalyst is C(Cl)Cl. The product is [Cl:19][C:10]1[C:11]([F:18])=[C:12]([N+:15]([O-:17])=[O:16])[CH:13]=[CH:14][C:9]=1[OH:8]. The yield is 0.820. (3) The reactants are CS(O[N:6]=[C:7](Cl)[C@H:8]1[CH2:12][O:11][C:10]2([CH2:17][CH2:16][CH2:15][CH2:14][CH2:13]2)[O:9]1)(=O)=O.[N:19]1C=CC=CC=1.[S-:25][C:26]#[N:27].[Na+].BrC1C=C(OC2C(C)=NC=CC=2)C(N)=NC=1. The catalyst is C(#N)C. The product is [O:9]1[C:10]2([CH2:13][CH2:14][CH2:15][CH2:16][CH2:17]2)[O:11][CH2:12][CH:8]1[C:7]1[N:6]=[C:26]([NH2:27])[S:25][N:19]=1. The yield is 0.500. (4) The reactants are [F:1][C:2]1[CH:7]=[CH:6][C:5](B2OC(C)(C)C(C)(C)O2)=[CH:4][C:3]=1[C:17]1[C:18]([C:23]#[N:24])=[CH:19][CH:20]=[CH:21][CH:22]=1.Br[C:26]1[N:30]2[N:31]=[CH:32][C:33]([C:35]([OH:38])([CH3:37])[CH3:36])=[N:34][C:29]2=[N:28][CH:27]=1. No catalyst specified. The product is [F:1][C:2]1[CH:7]=[CH:6][C:5]([C:26]2[N:30]3[N:31]=[CH:32][C:33]([C:35]([OH:38])([CH3:36])[CH3:37])=[N:34][C:29]3=[N:28][CH:27]=2)=[CH:4][C:3]=1[C:17]1[C:18]([C:23]#[N:24])=[CH:19][CH:20]=[CH:21][CH:22]=1. The yield is 0.290. (5) No catalyst specified. The product is [CH3:71][O:72][C:20](=[O:21])[C:19]1[CH:31]=[CH:29][N:28]=[C:32]([NH:38][C:11](=[O:13])[CH2:10][O:9][C:8]2[CH:7]=[CH:6][C:5]([C:1]([CH3:2])([CH3:3])[CH3:4])=[CH:15][CH:14]=2)[CH:34]=1. The reactants are [C:1]([C:5]1[CH:15]=[CH:14][C:8]([O:9][CH2:10][C:11]([OH:13])=O)=[CH:7][CH:6]=1)([CH3:4])([CH3:3])[CH3:2].NC1C=[C:19](C=CN=1)[C:20](N)=[O:21].CC[N:28]([CH:32]([CH3:34])C)[CH:29]([CH3:31])C.C1C[N:38]([P+](ON2N=NC3C=CC=CC2=3)(N2CCCC2)N2CCCC2)CC1.F[P-](F)(F)(F)(F)F.CN([CH:71]=[O:72])C. The yield is 0.503. (6) The reactants are [C:1]12([C:11]3[CH:27]=[CH:26][C:14]([O:15][CH2:16][C:17]([N:19]4[CH2:24][CH2:23][N:22]([CH3:25])[CH2:21][CH2:20]4)=[O:18])=[CH:13][CH:12]=3)[CH2:10][CH:5]3[CH2:6][CH:7]([CH2:9][CH:3]([CH2:4]3)[CH2:2]1)[CH2:8]2.[C:28]([OH:37])(=[O:36])[C@@H:29]([C@H:31]([C:33]([OH:35])=[O:34])[OH:32])[OH:30]. No catalyst specified. The product is [C:33]([C@H:31]([OH:32])[C@@H:29]([OH:30])[C:28]([O-:37])=[O:36])([OH:35])=[O:34].[C:1]12([C:11]3[CH:27]=[CH:26][C:14]([O:15][CH2:16][C:17]([N:19]4[CH2:24][CH2:23][NH+:22]([CH3:25])[CH2:21][CH2:20]4)=[O:18])=[CH:13][CH:12]=3)[CH2:10][CH:5]3[CH2:6][CH:7]([CH2:9][CH:3]([CH2:4]3)[CH2:2]1)[CH2:8]2. The yield is 0.850. (7) The reactants are [F:1][C:2]1[CH:3]=[C:4]([N:9]2[CH2:13][CH:12]([CH2:14][NH:15][C:16](=[O:18])[CH3:17])[O:11][C:10]2=[O:19])[CH:5]=[CH:6][C:7]=1I.[CH3:20][C:21]1([CH3:28])[C:25]([CH3:27])([CH3:26])[O:24][BH:23][O:22]1.C(N(CC)CC)C. The catalyst is O1CCOCC1.C1C=CC(P(C2C=CC=CC=2)[C-]2C=CC=C2)=CC=1.C1C=CC(P(C2C=CC=CC=2)[C-]2C=CC=C2)=CC=1.Cl[Pd]Cl.[Fe+2]. The product is [F:1][C:2]1[CH:3]=[C:4]([N:9]2[CH2:13][CH:12]([CH2:14][NH:15][C:16](=[O:18])[CH3:17])[O:11][C:10]2=[O:19])[CH:5]=[CH:6][C:7]=1[B:23]1[O:24][C:25]([CH3:27])([CH3:26])[C:21]([CH3:28])([CH3:20])[O:22]1. The yield is 0.940.